This data is from HIV replication inhibition screening data with 41,000+ compounds from the AIDS Antiviral Screen. The task is: Binary Classification. Given a drug SMILES string, predict its activity (active/inactive) in a high-throughput screening assay against a specified biological target. (1) The compound is CC(C)=CC(CC(O)(C(F)(F)F)C(F)(F)F)=NO. The result is 0 (inactive). (2) The compound is CCCCCCCCCCCCCCCCCCNC(=S)NC=C1C(=O)c2ccccc2C1=O. The result is 0 (inactive). (3) The compound is CC(C)(CCCCC(C)(C)[N+](C)(C)C)[N+](C)(C)C.[I-]. The result is 0 (inactive). (4) The molecule is O=c1nc2n(c3nsnc13)CCO2. The result is 0 (inactive).